This data is from Forward reaction prediction with 1.9M reactions from USPTO patents (1976-2016). The task is: Predict the product of the given reaction. Given the reactants [CH3:1][O:2][C:3](=[O:12])[C:4]1[CH:9]=[CH:8][C:7]([CH2:10]Br)=[CH:6][CH:5]=1.[I-].[K+].[CH:15]([OH:17])=[O:16], predict the reaction product. The product is: [CH3:1][O:2][C:3](=[O:12])[C:4]1[CH:9]=[CH:8][C:7]([CH2:10][C:15]([OH:17])=[O:16])=[CH:6][CH:5]=1.